From a dataset of Peptide-MHC class II binding affinity with 134,281 pairs from IEDB. Regression. Given a peptide amino acid sequence and an MHC pseudo amino acid sequence, predict their binding affinity value. This is MHC class II binding data. (1) The peptide sequence is RVPLTSNNGIKQQGI. The MHC is DRB1_1602 with pseudo-sequence DRB1_1602. The binding affinity (normalized) is 0.0376. (2) The peptide sequence is ALAAAGLVGVLAGLAK. The MHC is HLA-DQA10201-DQB10303 with pseudo-sequence HLA-DQA10201-DQB10303. The binding affinity (normalized) is 0.659.